This data is from Peptide-MHC class II binding affinity with 134,281 pairs from IEDB. The task is: Regression. Given a peptide amino acid sequence and an MHC pseudo amino acid sequence, predict their binding affinity value. This is MHC class II binding data. The binding affinity (normalized) is 0.629. The peptide sequence is VKDLKKIITRISAVS. The MHC is DRB1_1101 with pseudo-sequence DRB1_1101.